This data is from Reaction yield outcomes from USPTO patents with 853,638 reactions. The task is: Predict the reaction yield, written as a fraction of the theoretical maximum amount of product (1.0 means a 100% yield; for example, 0.34 means a 34% yield). (1) The reactants are [F:1][C:2]1[CH:7]=[CH:6][C:5]([C:8]2[N:9]=[C:10]3[N:14]([CH:15]=2)[CH:13]=[CH:12][O:11]3)=[CH:4][CH:3]=1.C1C(=O)N([I:23])C(=O)C1.CN(C=O)C. The catalyst is O. The yield is 0.890. The product is [F:1][C:2]1[CH:3]=[CH:4][C:5]([C:8]2[N:9]=[C:10]3[N:14]([C:15]=2[I:23])[CH:13]=[CH:12][O:11]3)=[CH:6][CH:7]=1. (2) The reactants are [C:1]([C:3]1[C:21]([N+:22]([O-:24])=[O:23])=[CH:20][CH:19]=[CH:18][C:4]=1[O:5][CH2:6][CH2:7][CH2:8][CH2:9][NH:10]C(=O)OC(C)(C)C)#[N:2]. The catalyst is C(Cl)Cl.C(O)(C(F)(F)F)=O. The product is [NH2:10][CH2:9][CH2:8][CH2:7][CH2:6][O:5][C:4]1[CH:18]=[CH:19][CH:20]=[C:21]([N+:22]([O-:24])=[O:23])[C:3]=1[C:1]#[N:2]. The yield is 1.00. (3) The yield is 0.490. The product is [CH3:43][S:40]([CH2:39][CH2:38][N:26]1[CH2:27][CH2:28][C:22]2[CH:21]=[C:20]([NH:19][C:17]3[N:18]=[C:14]4[CH:13]=[CH:12][CH:11]=[C:10]([C:5]5[CH:6]=[CH:7][CH:8]=[CH:9][C:4]=5[CH2:3][O:2][CH3:1])[N:15]4[N:16]=3)[CH:30]=[CH:29][C:23]=2[CH2:24][CH2:25]1)(=[O:42])=[O:41]. The catalyst is CN(C)C=O.C(OCC)(=O)C. The reactants are [CH3:1][O:2][CH2:3][C:4]1[CH:9]=[CH:8][CH:7]=[CH:6][C:5]=1[C:10]1[N:15]2[N:16]=[C:17]([NH:19][C:20]3[CH:30]=[CH:29][C:23]4[CH2:24][CH2:25][NH:26][CH2:27][CH2:28][C:22]=4[CH:21]=3)[N:18]=[C:14]2[CH:13]=[CH:12][CH:11]=1.C(=O)([O-])[O-].[K+].[K+].Cl[CH2:38][CH2:39][S:40]([CH3:43])(=[O:42])=[O:41].[I-].[Na+]. (4) The reactants are [CH2:1]([N:3]1[CH2:9][CH2:8][C:7]2[CH:10]=[C:11]([NH2:14])[CH:12]=[CH:13][C:6]=2[CH2:5][CH2:4]1)[CH3:2].Cl[C:16]1[N:21]=[C:20]([NH:22][CH:23]2[CH2:29][CH2:28][CH2:27][CH2:26][NH:25][C:24]2=[O:30])[C:19]([Cl:31])=[CH:18][N:17]=1.Cl.[Na]. The catalyst is O.CC(O)C. The product is [Cl:31][C:19]1[C:20]([NH:22][CH:23]2[CH2:29][CH2:28][CH2:27][CH2:26][NH:25][C:24]2=[O:30])=[N:21][C:16]([NH:14][C:11]2[CH:12]=[CH:13][C:6]3[CH2:5][CH2:4][N:3]([CH2:1][CH3:2])[CH2:9][CH2:8][C:7]=3[CH:10]=2)=[N:17][CH:18]=1. The yield is 0.190. (5) The reactants are [NH2:1][C:2]1[C:7]([N+:8]([O-:10])=[O:9])=[CH:6][C:5]([Cl:11])=[CH:4][C:3]=1[OH:12].Br[CH2:14][C:15](Cl)=[O:16].C(=O)([O-])[O-].[K+].[K+]. The catalyst is C(#N)C. The product is [Cl:11][C:5]1[CH:6]=[C:7]([N+:8]([O-:10])=[O:9])[C:2]2[NH:1][C:15](=[O:16])[CH2:14][O:12][C:3]=2[CH:4]=1. The yield is 0.540. (6) The reactants are [F:1][C:2]1[CH:9]=[CH:8][C:7]([C:10]2[CH:15]=[CH:14][CH:13]=[C:12]([F:16])[CH:11]=2)=[CH:6][C:3]=1[CH:4]=O.[NH2:17][C:18]1[C:25]([F:26])=[CH:24][CH:23]=[C:22]([O:27][CH3:28])[C:19]=1[C:20]#[N:21].[BH4-].[Na+]. The catalyst is C1(C)C=CC=CC=1.CO. The product is [F:26][C:25]1[C:18]([NH:17][CH2:4][C:3]2[CH:6]=[C:7]([C:10]3[CH:15]=[CH:14][CH:13]=[C:12]([F:16])[CH:11]=3)[CH:8]=[CH:9][C:2]=2[F:1])=[C:19]([C:22]([O:27][CH3:28])=[CH:23][CH:24]=1)[C:20]#[N:21]. The yield is 0.720. (7) The reactants are [CH3:1][C:2]1[N:6]([CH2:7][C:8]2[CH:13]=[CH:12][C:11]([CH3:14])=[CH:10][CH:9]=2)[N:5]=[C:4]([C:15]([OH:17])=O)[CH:3]=1.[NH2:18][C:19]1[CH:20]=[C:21]([C:26]2[CH:31]=[CH:30][CH:29]=[CH:28][CH:27]=2)[CH:22]=[CH:23][C:24]=1O.C[Si](OP(=O)=O)(C)C. No catalyst specified. The product is [CH3:1][C:2]1[N:6]([CH2:7][C:8]2[CH:9]=[CH:10][C:11]([CH3:14])=[CH:12][CH:13]=2)[N:5]=[C:4]([C:15]2[O:17][C:24]3[CH:23]=[CH:22][C:21]([C:26]4[CH:27]=[CH:28][CH:29]=[CH:30][CH:31]=4)=[CH:20][C:19]=3[N:18]=2)[CH:3]=1. The yield is 0.270.